Dataset: Catalyst prediction with 721,799 reactions and 888 catalyst types from USPTO. Task: Predict which catalyst facilitates the given reaction. Reactant: [CH3:1][O:2][C:3](=[O:66])[NH:4][CH:5]([CH:60]1[CH2:65][CH2:64][NH:63][CH2:62][CH2:61]1)[C:6]([N:8]1[CH2:12][CH2:11][CH2:10][CH:9]1[C:13]1[NH:17][C:16]2[C:18]3[C:23]([CH2:24][CH2:25][C:15]=2[N:14]=1)=[CH:22][C:21]([C:26]1[CH:35]=[CH:34][C:33]2[C:28](=[CH:29][CH:30]=[C:31]([C:36]4[NH:37][C:38]([CH:41]5[CH2:45][CH2:44][CH2:43][N:42]5[C:46](=[O:59])[CH:47]([NH:54][C:55]([O:57][CH3:58])=[O:56])[C:48]5[CH:53]=[CH:52][CH:51]=[CH:50][CH:49]=5)=[N:39][CH:40]=4)[CH:32]=2)[CH:27]=1)=[CH:20][CH:19]=3)=[O:7].CCN(C(C)C)C(C)C.[CH3:76][S:77](O[S:77]([CH3:76])(=[O:79])=[O:78])(=[O:79])=[O:78]. Product: [CH3:1][O:2][C:3](=[O:66])[NH:4][CH:5]([CH:60]1[CH2:65][CH2:64][N:63]([S:77]([CH3:76])(=[O:79])=[O:78])[CH2:62][CH2:61]1)[C:6]([N:8]1[CH2:12][CH2:11][CH2:10][CH:9]1[C:13]1[NH:17][C:16]2[C:18]3[C:23]([CH2:24][CH2:25][C:15]=2[N:14]=1)=[CH:22][C:21]([C:26]1[CH:35]=[CH:34][C:33]2[C:28](=[CH:29][CH:30]=[C:31]([C:36]4[NH:37][C:38]([CH:41]5[CH2:45][CH2:44][CH2:43][N:42]5[C:46](=[O:59])[CH:47]([NH:54][C:55]([O:57][CH3:58])=[O:56])[C:48]5[CH:49]=[CH:50][CH:51]=[CH:52][CH:53]=5)=[N:39][CH:40]=4)[CH:32]=2)[CH:27]=1)=[CH:20][CH:19]=3)=[O:7]. The catalyst class is: 59.